Dataset: Full USPTO retrosynthesis dataset with 1.9M reactions from patents (1976-2016). Task: Predict the reactants needed to synthesize the given product. (1) The reactants are: C[O:2][C:3](=[O:41])[CH2:4][CH:5]1[C:14]2[C:9](=[C:10]([F:15])[CH:11]=[CH:12][CH:13]=2)[N:8]=[C:7]([C:16]2[CH:21]=[CH:20][C:19]([C:22]3[CH:27]=[CH:26][C:25]([F:28])=[CH:24][CH:23]=3)=[CH:18][CH:17]=2)[N:6]1[C:29]1[CH:34]=[C:33]([C:35]([F:38])([F:37])[F:36])[CH:32]=[CH:31][C:30]=1[O:39][CH3:40].[OH-].[Na+]. Given the product [F:28][C:25]1[CH:26]=[CH:27][C:22]([C:19]2[CH:18]=[CH:17][C:16]([C:7]3[N:6]([C:29]4[CH:34]=[C:33]([C:35]([F:37])([F:38])[F:36])[CH:32]=[CH:31][C:30]=4[O:39][CH3:40])[CH:5]([CH2:4][C:3]([OH:41])=[O:2])[C:14]4[C:9](=[C:10]([F:15])[CH:11]=[CH:12][CH:13]=4)[N:8]=3)=[CH:21][CH:20]=2)=[CH:23][CH:24]=1, predict the reactants needed to synthesize it. (2) Given the product [C:27]([C:30]1[CH:31]=[C:32]([NH:36][C:37]([NH:4][C:3]2[CH:5]=[CH:6][C:7]([O:9][C:10]3[C:11]4[N:18]([CH3:19])[CH:17]=[CH:16][C:12]=4[N:13]=[CH:14][N:15]=3)=[CH:8][C:2]=2[Cl:1])=[O:38])[CH:33]=[CH:34][CH:35]=1)(=[O:29])[CH3:28], predict the reactants needed to synthesize it. The reactants are: [Cl:1][C:2]1[CH:8]=[C:7]([O:9][C:10]2[C:11]3[N:18]([CH3:19])[CH:17]=[CH:16][C:12]=3[N:13]=[CH:14][N:15]=2)[CH:6]=[CH:5][C:3]=1[NH2:4].C(N(CC)CC)C.[C:27]([C:30]1[CH:31]=[C:32]([N:36]=[C:37]=[O:38])[CH:33]=[CH:34][CH:35]=1)(=[O:29])[CH3:28]. (3) Given the product [C:23]([C:20]1[CH:21]=[CH:22][C:17]([NH:16][CH:10]([C:4]2[CH:3]=[C:2]([N:1]3[CH2:32][CH2:31][NH:29][CH2:28][CH2:27]3)[CH:7]=[C:6]([CH2:8][CH3:9])[CH:5]=2)[C:11]([O:13][CH2:14][CH3:15])=[O:12])=[CH:18][CH:19]=1)#[N:24], predict the reactants needed to synthesize it. The reactants are: [NH2:1][C:2]1[CH:3]=[C:4]([CH:10]([NH:16][C:17]2[CH:22]=[CH:21][C:20]([C:23]#[N:24])=[CH:19][CH:18]=2)[C:11]([O:13][CH2:14][CH3:15])=[O:12])[CH:5]=[C:6]([CH2:8][CH3:9])[CH:7]=1.Cl.Cl[CH2:27][CH2:28][NH2:29].Cl[CH2:31][CH2:32]N. (4) Given the product [CH:37]1([CH2:40][C:41]([N:2]2[CH2:3][CH2:4][CH:5]([N:8]3[CH:12]=[C:11]([C:13]4[CH:36]=[CH:35][C:16]5[N:17]([C:20]6[CH:21]=[C:22]([NH:26][C:27]([NH:29][CH2:30][C:31]([F:33])([F:32])[F:34])=[O:28])[CH:23]=[CH:24][CH:25]=6)[CH:18]=[N:19][C:15]=5[CH:14]=4)[CH:10]=[N:9]3)[CH2:6][CH2:7]2)=[O:42])[CH2:39][CH2:38]1, predict the reactants needed to synthesize it. The reactants are: Cl.[NH:2]1[CH2:7][CH2:6][CH:5]([N:8]2[CH:12]=[C:11]([C:13]3[CH:36]=[CH:35][C:16]4[N:17]([C:20]5[CH:21]=[C:22]([NH:26][C:27]([NH:29][CH2:30][C:31]([F:34])([F:33])[F:32])=[O:28])[CH:23]=[CH:24][CH:25]=5)[CH:18]=[N:19][C:15]=4[CH:14]=3)[CH:10]=[N:9]2)[CH2:4][CH2:3]1.[CH:37]1([CH2:40][C:41](O)=[O:42])[CH2:39][CH2:38]1. (5) Given the product [CH3:27][C:24]([CH3:25])([CH3:26])[CH2:23][O:22][S:19]([C:11]1[CH:12]=[C:13]([N+:16]([O-:18])=[O:17])[CH:14]=[CH:15][C:10]=1[CH:9]=[CH:37][C:36]1[CH:39]=[CH:40][C:33]([N+:30]([O-:32])=[O:31])=[CH:34][CH:35]=1)(=[O:20])=[O:21], predict the reactants needed to synthesize it. The reactants are: C(OP([CH2:9][C:10]1[CH:15]=[CH:14][C:13]([N+:16]([O-:18])=[O:17])=[CH:12][C:11]=1[S:19]([O:22][CH2:23][C:24]([CH3:27])([CH3:26])[CH3:25])(=[O:21])=[O:20])(OCC)=O)C.[H-].[Na+].[N+:30]([C:33]1[CH:40]=[CH:39][C:36]([CH:37]=O)=[CH:35][CH:34]=1)([O-:32])=[O:31].